Dataset: Forward reaction prediction with 1.9M reactions from USPTO patents (1976-2016). Task: Predict the product of the given reaction. (1) Given the reactants [CH:1]1([N:4]([CH:12]2[CH2:17][CH2:16][NH:15][CH2:14][CH2:13]2)[CH2:5][C:6]2[CH:11]=[CH:10][N:9]=[CH:8][CH:7]=2)[CH2:3][CH2:2]1.Cl[C:19]([O:21][C:22]1[CH:27]=[CH:26][C:25]([O:28][C:29]2[CH:34]=[CH:33][C:32]([C:35]([F:38])([F:37])[F:36])=[CH:31][N:30]=2)=[CH:24][CH:23]=1)=[O:20].C(NC(C)C)(C)C, predict the reaction product. The product is: [F:37][C:35]([F:36])([F:38])[C:32]1[CH:33]=[CH:34][C:29]([O:28][C:25]2[CH:26]=[CH:27][C:22]([O:21][C:19]([N:15]3[CH2:16][CH2:17][CH:12]([N:4]([CH:1]4[CH2:2][CH2:3]4)[CH2:5][C:6]4[CH:7]=[CH:8][N:9]=[CH:10][CH:11]=4)[CH2:13][CH2:14]3)=[O:20])=[CH:23][CH:24]=2)=[N:30][CH:31]=1. (2) Given the reactants [C:1]([C:8]1NC=CN=1)([C:3]1NC=CN=1)=O.[CH:13]([OH:15])=O.[CH2:16]([O:23][C@H:24]([C@H:28]([O:50][CH2:51][C:52]1[CH:57]=[CH:56][CH:55]=[CH:54][CH:53]=1)[C@H:29]([O:42][CH2:43][C:44]1[CH:49]=[CH:48][CH:47]=[CH:46][CH:45]=1)[CH2:30][O:31][Si:32]([CH:39]([CH3:41])[CH3:40])([CH:36]([CH3:38])[CH3:37])[CH:33]([CH3:35])[CH3:34])[CH2:25][NH:26][OH:27])[C:17]1[CH:22]=[CH:21][CH:20]=[CH:19][CH:18]=1.[CH2:58]1[CH2:62]O[CH2:60][CH2:59]1, predict the reaction product. The product is: [CH2:60]([O:27][N:26]([CH2:25][C@H:24]([O:23][CH2:16][C:17]1[CH:22]=[CH:21][CH:20]=[CH:19][CH:18]=1)[C@H:28]([O:50][CH2:51][C:52]1[CH:53]=[CH:54][CH:55]=[CH:56][CH:57]=1)[C@H:29]([O:42][CH2:43][C:44]1[CH:49]=[CH:48][CH:47]=[CH:46][CH:45]=1)[CH2:30][O:31][Si:32]([CH:33]([CH3:35])[CH3:34])([CH:39]([CH3:41])[CH3:40])[CH:36]([CH3:38])[CH3:37])[CH:13]=[O:15])[C:59]1[CH:8]=[CH:1][CH:3]=[CH:62][CH:58]=1. (3) Given the reactants [CH3:1][O:2][C:3]1[CH:4]=[C:5]([CH:9]=[CH:10][C:11]=1[N+:12]([O-:14])=[O:13])[C:6]([OH:8])=O.C1(P(C2C=CC=CC=2)C2C=CC=CC=2)C=CC=CC=1.C(Br)(Br)(Br)Br.[NH2:39][CH2:40][CH2:41]O, predict the reaction product. The product is: [N:39]1([C:6]([C:5]2[CH:9]=[CH:10][C:11]([N+:12]([O-:14])=[O:13])=[C:3]([O:2][CH3:1])[CH:4]=2)=[O:8])[CH2:41][CH2:40]1. (4) Given the reactants [NH2:1][C:2]1[CH:3]=[C:4]2[C:8](=[CH:9][C:10]=1[N+:11]([O-])=[O:12])[CH2:7][CH:6]([CH2:14][OH:15])[CH2:5]2.[N:16]#[C:17][NH2:18].[CH]Cl.[OH-].[Na+], predict the reaction product. The product is: [NH2:18][C:17]1[N:16]=[N+:11]([O-:12])[C:10]2[CH:9]=[C:8]3[C:4]([CH2:5][CH:6]([CH2:14][OH:15])[CH2:7]3)=[CH:3][C:2]=2[N:1]=1. (5) Given the reactants C([Li])[CH2:2][CH2:3][CH3:4].C(NC(C)C)(C)C.[Cl:13][C:14]1[CH:19]=[C:18]([Cl:20])[CH:17]=[CH:16][N:15]=1.C1C[O:24][CH2:23]C1, predict the reaction product. The product is: [Cl:13][C:14]1[C:19]([CH:23]([OH:24])[CH:3]([CH3:2])[CH3:4])=[C:18]([Cl:20])[CH:17]=[CH:16][N:15]=1. (6) Given the reactants [CH3:1][S:2][C:3]1[CH:19]=[CH:18][CH:17]=[CH:16][C:4]=1[CH2:5][N:6]1[C:11]([CH3:12])=[CH:10][C:9]([OH:13])=[C:8](I)[C:7]1=[O:15].[Cl-:20].[Li+], predict the reaction product. The product is: [CH3:1][S:2][C:3]1[CH:19]=[CH:18][CH:17]=[CH:16][C:4]=1[CH2:5][N:6]1[C:11]([CH3:12])=[CH:10][C:9]([OH:13])=[C:8]([Cl:20])[C:7]1=[O:15]. (7) The product is: [NH2:7][C:6]1[CH:5]=[CH:4][C:3]([N:8]([C:3]2[CH:2]=[CH:1][C:6]([NH2:7])=[CH:5][CH:4]=2)[C:10]2[CH:15]=[CH:14][C:13]([N:16]([C:10]3[CH:15]=[CH:14][C:13]([NH2:16])=[CH:12][CH:11]=3)[C:10]3[CH:15]=[CH:14][C:13]([NH2:16])=[CH:12][CH:11]=3)=[CH:12][CH:11]=2)=[CH:2][CH:1]=1. Given the reactants [CH:1]1[C:6]([NH2:7])=[CH:5][CH:4]=[C:3]([NH2:8])[CH:2]=1.Cl[C:10]1[CH:15]=[CH:14][C:13]([N+:16]([O-])=O)=[CH:12][CH:11]=1, predict the reaction product. (8) Given the reactants [CH2:1]([N:3]([CH2:24][CH3:25])[C:4](=[O:23])[C:5]1[CH:10]=[CH:9][C:8]([NH:11][CH2:12][CH2:13][C:14]2[CH:19]=[CH:18][CH:17]=[CH:16][CH:15]=2)=[C:7]([N+:20]([O-])=O)[CH:6]=1)[CH3:2], predict the reaction product. The product is: [CH2:4]([O:23][C:17]1[CH:18]=[CH:19][C:14]([CH2:13][C:12]2[N:11]([CH2:12][CH2:13][C:14]3[CH:19]=[CH:18][CH:17]=[CH:16][CH:15]=3)[C:8]3[CH:9]=[CH:10][C:5]([C:4]([N:3]([CH2:24][CH3:25])[CH2:1][CH3:2])=[O:23])=[CH:6][C:7]=3[N:20]=2)=[CH:15][CH:16]=1)[CH3:5]. (9) Given the reactants [CH3:1][C:2]1([CH3:15])[O:6][C@H:5]([C@H:7]2[O:12][C:10](=[O:11])[C:9]([OH:13])=[C:8]2O)[CH2:4][O:3]1.[CH2:16]([NH2:19])[CH2:17][CH3:18], predict the reaction product. The product is: [CH3:15][C:2]1([CH3:1])[O:6][C@H:5]([C@H:7]2[O:12][C:10](=[O:11])[C:9]([OH:13])=[C:8]2[NH:19][CH2:16][CH2:17][CH3:18])[CH2:4][O:3]1. (10) Given the reactants Br[C:2]1[CH:11]=[CH:10][C:9]2[N:8]=[CH:7][C:6]3[N:12]([CH3:23])[C:13](=[O:22])[N:14]([C:15]4[C:16]([CH3:21])=[N:17][N:18]([CH3:20])[CH:19]=4)[C:5]=3[C:4]=2[CH:3]=1.[NH2:24][C:25]1[CH:26]=[N:27][CH:28]=[C:29](B2OC(C)(C)C(C)(C)O2)[CH:30]=1, predict the reaction product. The product is: [NH2:24][C:25]1[CH:30]=[C:29]([C:2]2[CH:11]=[CH:10][C:9]3[N:8]=[CH:7][C:6]4[N:12]([CH3:23])[C:13](=[O:22])[N:14]([C:15]5[C:16]([CH3:21])=[N:17][N:18]([CH3:20])[CH:19]=5)[C:5]=4[C:4]=3[CH:3]=2)[CH:28]=[N:27][CH:26]=1.